Dataset: Full USPTO retrosynthesis dataset with 1.9M reactions from patents (1976-2016). Task: Predict the reactants needed to synthesize the given product. (1) Given the product [NH2:16]/[C:9](/[CH3:10])=[C:3](/[CH2:1][CH3:2])\[C:4]([O:6][CH2:7][CH3:8])=[O:5], predict the reactants needed to synthesize it. The reactants are: [CH2:1]([CH:3]([C:9](=O)[CH3:10])[C:4]([O:6][CH2:7][CH3:8])=[O:5])[CH3:2].C([O-])(=O)C.[NH4+:16].N.S([O-])([O-])(=O)=O.[Na+].[Na+]. (2) Given the product [CH2:2]([S:6]([O-:9])(=[O:8])=[O:7])[CH2:3][CH:4]=[CH2:5].[Na+:10], predict the reactants needed to synthesize it. The reactants are: Br[CH2:2][CH2:3][CH:4]=[CH2:5].[S:6]([O-:9])([O-:8])=[O:7].[Na+:10].[Na+]. (3) Given the product [C:1]([C:3]1[C:4]([I:17])=[C:5]([C:14]([NH:19][CH3:18])=[O:16])[S:6][C:7]=1[N:8]1[CH2:9][CH2:10][O:11][CH2:12][CH2:13]1)#[N:2], predict the reactants needed to synthesize it. The reactants are: [C:1]([C:3]1[C:4]([I:17])=[C:5]([C:14]([OH:16])=O)[S:6][C:7]=1[N:8]1[CH2:13][CH2:12][O:11][CH2:10][CH2:9]1)#[N:2].[CH3:18][N:19](C(ON1N=NC2C=CC=NC1=2)=[N+](C)C)C.F[P-](F)(F)(F)(F)F.CCN(C(C)C)C(C)C.CN.C1COCC1. (4) Given the product [CH2:4]([O:3][P:1](=[O:2])([O:6][CH2:7][CH3:8])[O:39][CH2:38][CH2:37][N:34]1[CH2:35][CH2:36][N:31]([C:21]2[N:20]([C:17]3[CH:18]=[CH:19][C:14]([C:10]([CH3:13])([CH3:11])[CH3:12])=[CH:15][CH:16]=3)[C:28]3[C:23]([C:22]=2[CH:29]=[O:30])=[CH:24][CH:25]=[CH:26][CH:27]=3)[CH2:32][CH2:33]1)[CH3:5], predict the reactants needed to synthesize it. The reactants are: [P:1](Cl)([O:6][CH2:7][CH3:8])([O:3][CH2:4][CH3:5])=[O:2].[C:10]([C:14]1[CH:19]=[CH:18][C:17]([N:20]2[C:28]3[C:23](=[CH:24][CH:25]=[CH:26][CH:27]=3)[C:22]([CH:29]=[O:30])=[C:21]2[N:31]2[CH2:36][CH2:35][N:34]([CH2:37][CH2:38][OH:39])[CH2:33][CH2:32]2)=[CH:16][CH:15]=1)([CH3:13])([CH3:12])[CH3:11].C(N(CC)CC)C.O.